This data is from Full USPTO retrosynthesis dataset with 1.9M reactions from patents (1976-2016). The task is: Predict the reactants needed to synthesize the given product. (1) Given the product [NH2:8][C@H:9]([C:13]1[O:15][N:34]=[C:31]([CH3:32])[N:33]=1)[CH:10]([CH3:11])[CH3:12], predict the reactants needed to synthesize it. The reactants are: C([NH:8][C@H:9]([C:13]([OH:15])=O)[CH:10]([CH3:12])[CH3:11])(OC(C)(C)C)=O.C1(N=C=NC2CCCCC2)CCCCC1.[C:31](=[N:34]O)([NH2:33])[CH3:32]. (2) Given the product [Cl:59][C:60]1[CH:65]=[CH:64][C:63]([C:66]2[C:75]3[C:70](=[CH:71][CH:72]=[CH:73][CH:74]=3)[CH:69]=[C:68]([CH3:67])[C:86]=2[C@H:85]([OH:89])[CH2:87][OH:22])=[CH:62][CH:61]=1, predict the reactants needed to synthesize it. The reactants are: CC[C@H]1[C@H]2C[C@H]([C@H](OC3C4C(=CC=CC=4)C(O[C@H](C4C=CN=C5C=4C=C(OC)C=C5)[C@@H]4N5C[C@H](CC)[C@@H](CC5)C4)=NN=3)C3C=CN=C4C=3C=C([O:22]C)C=C4)N(CC2)C1.[Cl:59][C:60]1[CH:65]=[CH:64][C:63]([C:66]2[C:75]3[C:70](=[CH:71][CH:72]=[CH:73][CH:74]=3)[CH:69]=[C:68](C)[C:67]=2C=C)=[CH:62][CH:61]=1.S([O-])([O-])=O.[Na+].[Na+].[C:85]([OH:89])(C)([CH3:87])[CH3:86]. (3) Given the product [C:12]([CH2:19][CH2:20][C:21]1[CH:22]=[C:23]2[C:27](=[CH:28][CH:29]=1)[NH:26][C:25](=[O:30])[CH2:24]2)([OH:17])=[O:33], predict the reactants needed to synthesize it. The reactants are: [C-]#N.[K+].C(CCC1C=C2C(=CC=1)N[C:12](=[O:17])C2)#N.Cl[CH2:19][CH2:20][C:21]1[CH:22]=[C:23]2[C:27](=[CH:28][CH:29]=1)[NH:26][C:25](=[O:30])[CH2:24]2.CS(C)=[O:33]. (4) Given the product [CH2:23]([NH:25][C:26]([O:1][C:2]1[CH:3]=[CH:4][C:5]([O:19][CH2:20][CH2:21][CH3:22])=[C:6]([C:8]2[NH:13][C:12](=[O:14])[C:11]([CH2:15][CH3:16])=[C:10]([CH2:17][CH3:18])[N:9]=2)[CH:7]=1)=[O:27])[CH3:24], predict the reactants needed to synthesize it. The reactants are: [OH:1][C:2]1[CH:3]=[CH:4][C:5]([O:19][CH2:20][CH2:21][CH3:22])=[C:6]([C:8]2[NH:13][C:12](=[O:14])[C:11]([CH2:15][CH3:16])=[C:10]([CH2:17][CH3:18])[N:9]=2)[CH:7]=1.[CH2:23]([N:25]=[C:26]=[O:27])[CH3:24].